This data is from Experimentally validated miRNA-target interactions with 360,000+ pairs, plus equal number of negative samples. The task is: Binary Classification. Given a miRNA mature sequence and a target amino acid sequence, predict their likelihood of interaction. (1) The miRNA is hsa-miR-222-5p with sequence CUCAGUAGCCAGUGUAGAUCCU. Result: 0 (no interaction). The protein sequence of the target gene is MLENYRNLVFLGIAAFKPDLIIFLEQGKEPWNMKRHEMVEEPPVICSHFSQEFWPEQGIEDSFQKMILRRYDKCGHENLHLKISCTNVDECNVHKEGYNKLNQSLTTTQSKVFQCGKYANVFHKCSNSNRHKIRHTGEKGLKCKEYVRSFCMLSHLSQHERIYTRENSYKCEENGKAFNWSSTLTYYKSIHTGEKPYKCEECGKAFSKFSILTKHKVIHTGEKPYKCEECGKAFNRSSILTKHKIIHTGEKPYKCEECGKGFSSVSTLNTHKAIHAEEKPYKCEECGKASNSSSKLMEHK.... (2) The miRNA is rno-miR-181b-5p with sequence AACAUUCAUUGCUGUCGGUGGGU. The protein sequence of the target gene is MGDNLVYAVRSSEGFYLKRGLGKDAVTVFEQNKTSRDVACNVFAYSNNGQLFAYCDNQVTRVFEIATNKEILCVELKRTRKILFSPKDNFLLTFEPWAVYGPKTAENQKPEPNVRVYSLADGKHVSTFSAPKEASWEPQFSDDESLAARMVGSEVFFYTNMSFDRYDHKLVEKGATNFALSPGPAPNHVAVYVPAVGSTPARVRVHRVSESFPVVGNRTFFKSDKAVMTWNQRGQSLLILASVEVDKTNQSYYGEQSLYLINIQSGESVVVPLEKKGPIYAAKWNPNGREFAVCYGYMPA.... Result: 0 (no interaction). (3) The miRNA is hsa-miR-5693 with sequence GCAGUGGCUCUGAAAUGAACUC. The protein sequence of the target gene is MAKVSELYDVTWEEMRDKMRKWREENSRNSEQIVEVGEELINEYASKLGDDIWIIYEQVMIAALDYGRDDLALFCLQELRRQFPGSHRVKRLTGMRFEAMERYDDAIQLYDRILQEDPTNTAARKRKIAIRKAQGKNVEAIRELNEYLEQFVGDQEAWHELAELYINEHDYAKAAFCLEELMMTNPHNHLYCQQYAEVKYTQGGLENLELSRKYFAQALKLNNRNMRALFGLYMSASHIASNPKASAKTKKDNMKYASWAASQINRAYQFAGRSKKETKYSLKAVEDMLETLQITQS. Result: 1 (interaction). (4) The miRNA is mmu-miR-7b-5p with sequence UGGAAGACUUGUGAUUUUGUUGUU. The protein sequence of the target gene is MGRVQLFEISLSHGRVVYSPGEPLAGTVRVRLGAPLPFRAIRVTCIGSCGVSNKANDTAWVVEEGYFNSSLSLADKGSLPAGEHSFPFQFLLPATAPTSFEGPFGKIVHQVRAAIHTPRFSKDHKCSLVFYILSPLNLNSIPDIEQPNVASATKKFSYKLVKTGSVVLTASTDLRGYVVGQALQLHADVENQSGKDTSPVVASLLQKVSYKAKRWIHDVRTIAEVEGAGVKAWRRAQWHEQILVPALPQSALPGCSLIHIDYYLQVSLKAPEATVTLPVFIGNIAVNHAPVSPRPGLGLP.... Result: 0 (no interaction). (5) The protein sequence of the target gene is MDGCSAASTFLTDSLELELGTEWCKPPCFSCAFDNREGKFSGESYLASGALKRLILNLDPLPTNFEEDTVELFGFQWVTETALVYSCRELFHLFRQQIFNLESLVQVSCDFGKIATLHAKADSIRQQCVVFLHYIKVFIFRCLKVQEAESHSRPAHPYEALEAQLPSMLVDELRGLLLYIGHLAALPSVTVGAFVNQNQMKLFPPSWHLLHLYLDTHWLVLEILHILGEKLKQVVYGRQFIGQAGDNLTNVSLFEEHCEHLFCDLICLSLNRFDKVMPSEALLISHCPCSCVKELWVLLI.... The miRNA is mmu-miR-466i-3p with sequence AUACACACACACAUACACACUA. Result: 1 (interaction). (6) The miRNA is mmu-miR-883a-5p with sequence UGCUGAGAGAAGUAGCAGUUAC. The protein sequence of the target gene is MLSSAHLVPTSVQRAQSWICRSSRSFMDLKALLSSLNDFASLSFAESWDNVGLLVEPSPPHTVNTLFLTNDLTEEVMDEALQKKADFILSYHPPIFRPMKHITWKTWKECLVIRALENRVAVYSPHTAYDAAPQGVNSWLAKGLGTCTTRPIHPSRAPDYPTEGAHRLEFSVNRSQDLDKVMSTLRGVGGVSVTSFPARCDGEEQTRISLNCTQKTLMQVLAFLSQDRQLYQKTEILSLEKPLLLHTGMGRLCTLDESVSLAIMIERIKTHLKLSHLRLALGVGRTLESQVKVVALCAGS.... Result: 1 (interaction). (7) The miRNA is hsa-miR-1539 with sequence UCCUGCGCGUCCCAGAUGCCC. The protein sequence of the target gene is MPNQGEDCYFYFYSTCAKGDSCPFRHCEAALGNETVCTLWQEGRCFRQVCRFRHMEIDKKRSEIPCYWENQPVGCQKLNCAFHHTRSRYVDGLFLPPSKTVLPTVPESQEEEVKTSQLTVQQSKLSVQSNPSPQLRSVMKVESSENVPSPTHPPVVINAADDDEDDDDQFSEEGDESKTPALQPSPDVHNGLRVASARKPGVSLKQGECLNFGIKTLEEIKSKKMKEKSKKQGEGSSGVSSVLQQPQPNPGPEKENVRTVVRMVTLSSKPEEPLVRLSLSERLGKRKLSVGGDSDPPLKR.... Result: 0 (no interaction). (8) The miRNA is hsa-miR-4514 with sequence ACAGGCAGGAUUGGGGAA. The protein sequence of the target gene is MVALENPECGPEAAEGTPGGRRLLPLPSCLPALASSQVKRLSASRRKQHFINQAVRNSDLVPKAKGRKSLQRLENTQYLLTLLETDGGLPGLEDGDLAPPASPGIFAEACNNATYVEVWNDFMNRSGEEQERVLRYLEDEGRSKARRRGPGRGEDRRREDPAYTPRECFQRISRRLRAVLKRSRIPMETLETWEERLLRFFSVSPQAVYTAMLDNSFERLLLHAVCQYMDLISASADLEGKRQMKVSNRHLDFLPPGLLLSAYLEQHS. Result: 1 (interaction). (9) The miRNA is hsa-miR-6858-5p with sequence GUGAGGAGGGGCUGGCAGGGAC. The protein sequence of the target gene is MEPPIPQSAPLTPNSVMVQPLLDSRMSHSRLQHPLTILPIDQVKTSHVENDYIDNPSLALTTGPKRTRGGAPELAPTPARCDQDVTHHWISFSGRPSSVSSSSSTSSDQRLLDHMAPPPVADQASPRAVRIQPKVVHCQPLDLKGPAVPPELDKHFLLCEACGKCKCKECASPRTLPSCWVCNQECLCSAQTLVNYGTCMCLVQGIFYHCTNEDDEGSCADHPCSCSRSNCCARWSFMGALSVVLPCLLCYLPATGCVKLAQRGYDRLRRPGCRCKHTNSVICKAASGDAKTSRPDKPF. Result: 1 (interaction).